Dataset: Catalyst prediction with 721,799 reactions and 888 catalyst types from USPTO. Task: Predict which catalyst facilitates the given reaction. (1) Reactant: [O:1]=[S:2]1(=[O:20])[CH2:6][CH2:5][CH2:4][N:3]1[C:7]1[CH:19]=[CH:18][C:10]([C:11]([O:13]C(C)(C)C)=[O:12])=[CH:9][CH:8]=1.FC(F)(F)C(O)=O. Product: [O:1]=[S:2]1(=[O:20])[CH2:6][CH2:5][CH2:4][N:3]1[C:7]1[CH:19]=[CH:18][C:10]([C:11]([OH:13])=[O:12])=[CH:9][CH:8]=1. The catalyst class is: 4. (2) Reactant: [Cl:1][C:2]1[CH:7]=[CH:6][C:5]([CH:8](O)[C:9]2[C:10]([C:17]([O:19][CH2:20][CH3:21])=[O:18])=[N:11][N:12]([CH:14]3[CH2:16][CH2:15]3)[CH:13]=2)=[CH:4][CH:3]=1.[NH2:23][C:24]1[CH:25]=[C:26]([Cl:32])[C:27](=[O:31])[N:28]([CH3:30])[CH:29]=1. Product: [Cl:32][C:26]1[C:27](=[O:31])[N:28]([CH3:30])[CH:29]=[C:24]([NH:23][CH:8]([C:5]2[CH:6]=[CH:7][C:2]([Cl:1])=[CH:3][CH:4]=2)[C:9]2[C:10]([C:17]([O:19][CH2:20][CH3:21])=[O:18])=[N:11][N:12]([CH:14]3[CH2:16][CH2:15]3)[CH:13]=2)[CH:25]=1. The catalyst class is: 25. (3) Reactant: [CH:1]1([CH2:7][C@H:8]([N:12]2[CH2:16][C:15]3[CH2:17][C:18]4[C:19]([O:27][CH3:28])=[CH:20][CH:21]=[C:22]([O:25][CH3:26])[C:23]=4[O:24][C:14]=3[C:13]2=[O:29])[C:9](O)=[O:10])[CH2:6][CH2:5][CH2:4][CH2:3][CH2:2]1.CN1CCOCC1.F[P-](F)(F)(F)(F)F.[N:44]1(OC(N(C)C)=[N+](C)C)[C:48]2[N:49]=[CH:50][CH:51]=[CH:52][C:47]=2N=N1.NC1C=CC=CN=1. Product: [CH:1]1([CH2:7][C@H:8]([N:12]2[CH2:16][C:15]3[CH2:17][C:18]4[C:19]([O:27][CH3:28])=[CH:20][CH:21]=[C:22]([O:25][CH3:26])[C:23]=4[O:24][C:14]=3[C:13]2=[O:29])[C:9]([NH:44][C:48]2[CH:47]=[CH:52][CH:51]=[CH:50][N:49]=2)=[O:10])[CH2:2][CH2:3][CH2:4][CH2:5][CH2:6]1. The catalyst class is: 30. (4) Reactant: [NH2:1][C:2]1[CH:3]=[C:4]([CH:14]=[CH:15][C:16]=1[Cl:17])[CH2:5][NH:6][C:7](=[O:13])[O:8][C:9]([CH3:12])([CH3:11])[CH3:10].[C:18](N1C=CC=CC1=O)(N1C=CC=CC1=O)=[S:19]. Product: [Cl:17][C:16]1[CH:15]=[CH:14][C:4]([CH2:5][NH:6][C:7](=[O:13])[O:8][C:9]([CH3:12])([CH3:10])[CH3:11])=[CH:3][C:2]=1[N:1]=[C:18]=[S:19]. The catalyst class is: 2. (5) Reactant: Cl[S:2]([N:5]=[C:6]=[O:7])(=[O:4])=[O:3].[NH:8]1[CH2:12][CH2:11][CH2:10][CH2:9]1.[C:13]([C:17]1[CH:21]=[C:20]([NH:22][C:23]([NH:25][C:26]2[C:35]3[C:30](=[CH:31][CH:32]=[CH:33][CH:34]=3)[CH:29]=[CH:28][CH:27]=2)=[O:24])[N:19]([C:36]2[CH:41]=[CH:40][CH:39]=[C:38]([OH:42])[CH:37]=2)[N:18]=1)([CH3:16])([CH3:15])[CH3:14].Cl.[Na+].[Cl-]. Product: [C:13]([C:17]1[CH:21]=[C:20]([NH:22][C:23]([NH:25][C:26]2[C:35]3[C:30](=[CH:31][CH:32]=[CH:33][CH:34]=3)[CH:29]=[CH:28][CH:27]=2)=[O:24])[N:19]([C:36]2[CH:37]=[C:38]([O:42][S:2](=[O:4])(=[O:3])[NH:5][C:6]([N:8]3[CH2:12][CH2:11][CH2:10][CH2:9]3)=[O:7])[CH:39]=[CH:40][CH:41]=2)[N:18]=1)([CH3:16])([CH3:14])[CH3:15]. The catalyst class is: 2.